Dataset: Full USPTO retrosynthesis dataset with 1.9M reactions from patents (1976-2016). Task: Predict the reactants needed to synthesize the given product. (1) Given the product [CH3:1][C:2]1[N:6]([CH3:7])[C:5]([C:8]2[CH:9]=[C:10]([NH:14][C:16]3[CH:21]=[C:20]([C:22]4[S:23][CH:24]=[CH:25][CH:26]=4)[N:19]=[CH:18][N:17]=3)[CH:11]=[CH:12][CH:13]=2)=[CH:4][N:3]=1, predict the reactants needed to synthesize it. The reactants are: [CH3:1][C:2]1[N:6]([CH3:7])[C:5]([C:8]2[CH:9]=[C:10]([NH2:14])[CH:11]=[CH:12][CH:13]=2)=[CH:4][N:3]=1.Cl[C:16]1[CH:21]=[C:20]([C:22]2[S:23][CH:24]=[CH:25][CH:26]=2)[N:19]=[CH:18][N:17]=1.C(=O)([O-])[O-].[K+].[K+]. (2) Given the product [F:26][C:23]1[CH:22]=[CH:21][C:20]([CH2:19][N:16]2[CH2:17][CH2:18][N:13]3[CH:12]=[C:11]([C:32]4[CH:31]=[N:30][CH:35]=[CH:34][CH:33]=4)[C:10](=[O:29])[C:9]([OH:8])=[C:14]3[C:15]2=[O:27])=[CH:25][CH:24]=1, predict the reactants needed to synthesize it. The reactants are: C([O:8][C:9]1[C:10](=[O:29])[C:11](I)=[CH:12][N:13]2[CH2:18][CH2:17][N:16]([CH2:19][C:20]3[CH:25]=[CH:24][C:23]([F:26])=[CH:22][CH:21]=3)[C:15](=[O:27])[C:14]=12)C1C=CC=CC=1.[N:30]1[CH:35]=[CH:34][CH:33]=[C:32]([Sn](CCCC)(CCCC)CCCC)[CH:31]=1. (3) Given the product [CH2:19]([C:22]1[N:17]([C:12]2[CH:13]=[CH:14][CH:15]=[CH:16][N:11]=2)[N:18]=[CH:24][C:23]=1[CH:30]=[O:31])[CH3:20], predict the reactants needed to synthesize it. The reactants are: O=C(CC)CC(OCC)=O.[N:11]1[CH:16]=[CH:15][CH:14]=[CH:13][C:12]=1[NH:17][NH2:18].[CH:19]1([C:22]2N(C(C)C)N=[CH:24][C:23]=2[CH:30]=[O:31])C[CH2:20]1. (4) Given the product [Cl:7][C:8]1[CH:9]=[C:10]2[C:14](=[CH:15][CH:16]=1)[N:13]([C:17]1[N:21]([CH3:22])[N:20]=[C:19]([CH3:23])[C:18]=1[CH2:24][CH2:25][S:26]([NH:29][C:45]([NH:4][CH2:3][C:2]([F:6])([F:5])[F:1])=[O:46])(=[O:28])=[O:27])[CH:12]=[CH:11]2, predict the reactants needed to synthesize it. The reactants are: [F:1][C:2]([F:6])([F:5])[CH2:3][NH2:4].[Cl:7][C:8]1[CH:9]=[C:10]2[C:14](=[CH:15][CH:16]=1)[N:13]([C:17]1[N:21]([CH3:22])[N:20]=[C:19]([CH3:23])[C:18]=1[CH2:24][CH2:25][S:26]([NH2:29])(=[O:28])=[O:27])[CH:12]=[CH:11]2.N12CCCN=C1CCCCC2.[Cl-].[NH4+].CN(C)[CH:45]=[O:46].